Dataset: Full USPTO retrosynthesis dataset with 1.9M reactions from patents (1976-2016). Task: Predict the reactants needed to synthesize the given product. Given the product [Br:16][C:17]1[CH:18]=[C:19]([C:23]2([C:7]3[CH:12]=[CH:11][N:10]=[C:9]([CH:13]([F:15])[F:14])[CH:8]=3)[C:31]3[C:32](=[C:33]([F:37])[CH:34]=[CH:35][CH:36]=3)[C:38]([NH2:39])=[N:24]2)[CH:20]=[CH:21][CH:22]=1, predict the reactants needed to synthesize it. The reactants are: C([Li])CCC.Br[C:7]1[CH:12]=[CH:11][N:10]=[C:9]([CH:13]([F:15])[F:14])[CH:8]=1.[Br:16][C:17]1[CH:18]=[C:19]([C:23]([C:31]2[CH:36]=[CH:35][CH:34]=[C:33]([F:37])[C:32]=2[C:38]#[N:39])=[N:24]S(C(C)(C)C)=O)[CH:20]=[CH:21][CH:22]=1.CO.